This data is from NCI-60 drug combinations with 297,098 pairs across 59 cell lines. The task is: Regression. Given two drug SMILES strings and cell line genomic features, predict the synergy score measuring deviation from expected non-interaction effect. (1) Drug 1: C1C(C(OC1N2C=NC3=C(N=C(N=C32)Cl)N)CO)O. Drug 2: C1=NC(=NC(=O)N1C2C(C(C(O2)CO)O)O)N. Cell line: K-562. Synergy scores: CSS=34.0, Synergy_ZIP=-12.7, Synergy_Bliss=-13.8, Synergy_Loewe=-10.3, Synergy_HSA=-6.86. (2) Drug 1: C1=CN(C=N1)CC(O)(P(=O)(O)O)P(=O)(O)O. Drug 2: C1CC(=O)NC(=O)C1N2C(=O)C3=CC=CC=C3C2=O. Cell line: 786-0. Synergy scores: CSS=1.03, Synergy_ZIP=-0.402, Synergy_Bliss=-0.692, Synergy_Loewe=1.19, Synergy_HSA=-1.40. (3) Drug 1: C1C(C(OC1N2C=C(C(=O)NC2=O)F)CO)O. Drug 2: COC1=NC(=NC2=C1N=CN2C3C(C(C(O3)CO)O)O)N. Cell line: TK-10. Synergy scores: CSS=7.02, Synergy_ZIP=-7.61, Synergy_Bliss=-3.69, Synergy_Loewe=-22.0, Synergy_HSA=-3.72. (4) Drug 1: CC1=CC=C(C=C1)C2=CC(=NN2C3=CC=C(C=C3)S(=O)(=O)N)C(F)(F)F. Drug 2: C1CN1P(=S)(N2CC2)N3CC3. Cell line: UACC-257. Synergy scores: CSS=22.0, Synergy_ZIP=-1.01, Synergy_Bliss=8.47, Synergy_Loewe=-2.60, Synergy_HSA=8.43. (5) Drug 1: CC1=C(C=C(C=C1)C(=O)NC2=CC(=CC(=C2)C(F)(F)F)N3C=C(N=C3)C)NC4=NC=CC(=N4)C5=CN=CC=C5. Drug 2: C1=CN(C=N1)CC(O)(P(=O)(O)O)P(=O)(O)O. Cell line: HCT-15. Synergy scores: CSS=-6.96, Synergy_ZIP=5.86, Synergy_Bliss=1.76, Synergy_Loewe=-6.27, Synergy_HSA=-8.53. (6) Drug 1: C1CCN(CC1)CCOC2=CC=C(C=C2)C(=O)C3=C(SC4=C3C=CC(=C4)O)C5=CC=C(C=C5)O. Drug 2: CCC1=C2CN3C(=CC4=C(C3=O)COC(=O)C4(CC)O)C2=NC5=C1C=C(C=C5)O. Cell line: HS 578T. Synergy scores: CSS=14.9, Synergy_ZIP=8.34, Synergy_Bliss=10.7, Synergy_Loewe=1.99, Synergy_HSA=5.56. (7) Drug 1: C(=O)(N)NO. Drug 2: CC1=C(N=C(N=C1N)C(CC(=O)N)NCC(C(=O)N)N)C(=O)NC(C(C2=CN=CN2)OC3C(C(C(C(O3)CO)O)O)OC4C(C(C(C(O4)CO)O)OC(=O)N)O)C(=O)NC(C)C(C(C)C(=O)NC(C(C)O)C(=O)NCCC5=NC(=CS5)C6=NC(=CS6)C(=O)NCCC[S+](C)C)O. Cell line: OVCAR-8. Synergy scores: CSS=34.6, Synergy_ZIP=-5.57, Synergy_Bliss=2.12, Synergy_Loewe=-47.9, Synergy_HSA=1.70. (8) Drug 1: CCC1=CC2CC(C3=C(CN(C2)C1)C4=CC=CC=C4N3)(C5=C(C=C6C(=C5)C78CCN9C7C(C=CC9)(C(C(C8N6C)(C(=O)OC)O)OC(=O)C)CC)OC)C(=O)OC.C(C(C(=O)O)O)(C(=O)O)O. Drug 2: CN1C2=C(C=C(C=C2)N(CCCl)CCCl)N=C1CCCC(=O)O.Cl. Cell line: NCI/ADR-RES. Synergy scores: CSS=0.784, Synergy_ZIP=0.390, Synergy_Bliss=-2.35, Synergy_Loewe=-3.51, Synergy_HSA=-3.51. (9) Drug 1: C1=CC(=C2C(=C1NCCNCCO)C(=O)C3=C(C=CC(=C3C2=O)O)O)NCCNCCO. Drug 2: C1=CN(C=N1)CC(O)(P(=O)(O)O)P(=O)(O)O. Cell line: MCF7. Synergy scores: CSS=-0.397, Synergy_ZIP=-13.5, Synergy_Bliss=-27.8, Synergy_Loewe=-46.4, Synergy_HSA=-26.3.